Dataset: Forward reaction prediction with 1.9M reactions from USPTO patents (1976-2016). Task: Predict the product of the given reaction. (1) Given the reactants [CH2:1]([N:8]1[C:12](=[O:13])[N:11]([CH2:14][C:15]2[CH:20]=[CH:19][C:18]([CH3:21])=[CH:17][CH:16]=2)[N:10]=[C:9]1[CH2:22][OH:23])[CH2:2][CH2:3][CH2:4][CH2:5][CH2:6][CH3:7].C([O:28][C:29](=[O:43])[C:30]([CH3:42])([S:32][C:33]1[CH:41]=[CH:40][C:36]([C:37](O)=[O:38])=[CH:35][CH:34]=1)[CH3:31])(C)(C)C.C(Cl)CCl, predict the reaction product. The product is: [CH2:1]([N:8]1[C:12](=[O:13])[N:11]([CH2:14][C:15]2[CH:16]=[CH:17][C:18]([CH3:21])=[CH:19][CH:20]=2)[N:10]=[C:9]1[CH2:22][O:23][C:37]([C:36]1[CH:35]=[CH:34][C:33]([S:32][C:30]([CH3:42])([CH3:31])[C:29]([OH:43])=[O:28])=[CH:41][CH:40]=1)=[O:38])[CH2:2][CH2:3][CH2:4][CH2:5][CH2:6][CH3:7]. (2) Given the reactants [O:1]([C:8]1[CH:9]=[C:10]([C:14]23[CH2:21][CH2:20][C:17]([CH2:22][CH2:23][O:24][CH2:25][C:26]([O:28][C:29]([CH3:32])([CH3:31])[CH3:30])=[O:27])([CH2:18][CH2:19]2)[CH2:16][O:15]3)[CH:11]=[CH:12][CH:13]=1)[C:2]1C=[CH:6][CH:5]=[CH:4][CH:3]=1.[O:33](C1C=C(C23CCC(CC(O)=O)(CC2)CO3)C=CC=1)C1C=CC=CC=1.O1CCCCC1OC1C=C(C23CCC(CC(OC)=O)(CC2)CO3)C=CC=1, predict the reaction product. The product is: [O:33]1[CH2:6][CH2:5][CH2:4][CH2:3][CH:2]1[O:1][C:8]1[CH:9]=[C:10]([C:14]23[CH2:21][CH2:20][C:17]([CH2:22][CH2:23][O:24][CH2:25][C:26]([O:28][C:29]([CH3:32])([CH3:31])[CH3:30])=[O:27])([CH2:18][CH2:19]2)[CH2:16][O:15]3)[CH:11]=[CH:12][CH:13]=1. (3) Given the reactants [NH2:1][C:2]1[CH:7]=[N:6][CH:5]=[CH:4][N:3]=1.C(N(CC)CC)C.[Br:15][CH2:16][C:17](Br)=[O:18], predict the reaction product. The product is: [Br:15][CH2:16][C:17]([NH:1][C:2]1[CH:7]=[N:6][CH:5]=[CH:4][N:3]=1)=[O:18]. (4) The product is: [CH2:28]([C:1]1[CH:2]=[CH:3][C:4]([NH:7][C:8]([NH:10][C:11]2[CH:16]=[CH:15][C:14]([O:17][C:18]3[CH:23]=[C:22]([C:24]([F:26])([F:27])[F:25])[N:21]=[CH:20][N:19]=3)=[CH:13][CH:12]=2)=[O:9])=[CH:5][CH:6]=1)[CH3:29]. Given the reactants [C:1]1([CH3:28])[CH:6]=[CH:5][C:4]([NH:7][C:8]([NH:10][C:11]2[CH:16]=[CH:15][C:14]([O:17][C:18]3[CH:23]=[C:22]([C:24]([F:27])([F:26])[F:25])[N:21]=[CH:20][N:19]=3)=[CH:13][CH:12]=2)=[O:9])=[CH:3][CH:2]=1.[CH2:29](C1C=CC(N=C=O)=CC=1)C, predict the reaction product. (5) Given the reactants [OH:1][C:2]1[CH:12]=[CH:11][CH:10]=[CH:9][C:3]=1[C:4]([N:6]([CH3:8])[CH3:7])=[O:5].C([O-])([O-])=O.[K+].[K+].[CH2:19](Cl)[C:20]1[CH:25]=[CH:24][CH:23]=[CH:22][CH:21]=1, predict the reaction product. The product is: [CH2:19]([O:1][C:2]1[CH:12]=[CH:11][CH:10]=[CH:9][C:3]=1[C:4]([N:6]([CH3:8])[CH3:7])=[O:5])[C:20]1[CH:25]=[CH:24][CH:23]=[CH:22][CH:21]=1.